Dataset: Reaction yield outcomes from USPTO patents with 853,638 reactions. Task: Predict the reaction yield, written as a fraction of the theoretical maximum amount of product (1.0 means a 100% yield; for example, 0.34 means a 34% yield). The reactants are [Br:1][C:2]1[CH:3]=[C:4]([Br:19])[C:5]2[O:9][C:8]([C:10]3[CH:15]=[CH:14][C:13]([O:16]C)=[CH:12][CH:11]=3)=[CH:7][C:6]=2[CH:18]=1.Cl.N1C=CC=CC=1. The catalyst is O. The product is [Br:1][C:2]1[CH:3]=[C:4]([Br:19])[C:5]2[O:9][C:8]([C:10]3[CH:11]=[CH:12][C:13]([OH:16])=[CH:14][CH:15]=3)=[CH:7][C:6]=2[CH:18]=1. The yield is 0.180.